Task: Predict the reactants needed to synthesize the given product.. Dataset: Full USPTO retrosynthesis dataset with 1.9M reactions from patents (1976-2016) (1) The reactants are: [H-].[Al+3].[Li+].[H-].[H-].[H-].Br[CH2:8][C:9]([NH:11][CH2:12][CH2:13][CH2:14][CH2:15][CH2:16][CH2:17][CH3:18])=O.[Cl-].[NH4+:20].[CH2:21]1[CH2:25][O:24]CC1. Given the product [CH2:12]([NH:11][CH2:9][CH2:8][N:20]1[CH2:13][CH2:12][N:11]([CH2:21][CH2:25][OH:24])[CH2:9][CH2:8]1)[CH2:13][CH2:14][CH2:15][CH2:16][CH2:17][CH3:18], predict the reactants needed to synthesize it. (2) Given the product [CH3:1][C:2]([CH3:17])([CH3:16])[C:3]#[C:4][C:5]1[O:9][N:8]=[C:7]([C:10]([OH:12])=[O:11])[C:6]=1[CH3:15], predict the reactants needed to synthesize it. The reactants are: [CH3:1][C:2]([CH3:17])([CH3:16])[C:3]#[C:4][C:5]1[O:9][N:8]=[C:7]([C:10]([O:12]CC)=[O:11])[C:6]=1[CH3:15].[OH-].[Na+].Cl.O. (3) Given the product [CH3:25][O:24][C:19]1[CH:20]=[CH:21][CH:22]=[CH:23][C:18]=1[S:15]([N:13]([CH3:14])[C:11]1[CH:10]=[CH:9][CH:8]=[C:7]2[C:12]=1[NH:4][C:5]([C:26]([OH:28])=[O:27])=[CH:6]2)(=[O:17])=[O:16], predict the reactants needed to synthesize it. The reactants are: COC[N:4]1[C:12]2[C:7](=[CH:8][CH:9]=[CH:10][C:11]=2[N:13]([S:15]([C:18]2[CH:23]=[CH:22][CH:21]=[CH:20][C:19]=2[O:24][CH3:25])(=[O:17])=[O:16])[CH3:14])[CH:6]=[C:5]1[C:26]([O:28]CC)=[O:27].Cl.O1CCCC1. (4) Given the product [S:29]([NH:1][C:2]1[C:3]([C:27]#[N:28])=[C:4]([CH:24]=[CH:25][CH:26]=1)[O:5][CH2:6][C:7]([CH3:23])([CH3:22])[CH2:8][NH:9][C:10]([NH:12][CH2:13][C:14]1[CH:15]=[CH:16][C:17]([O:20][CH3:21])=[CH:18][CH:19]=1)=[O:11])(=[O:32])(=[O:31])[NH2:30], predict the reactants needed to synthesize it. The reactants are: [NH2:1][C:2]1[C:3]([C:27]#[N:28])=[C:4]([CH:24]=[CH:25][CH:26]=1)[O:5][CH2:6][C:7]([CH3:23])([CH3:22])[CH2:8][NH:9][C:10]([NH:12][CH2:13][C:14]1[CH:19]=[CH:18][C:17]([O:20][CH3:21])=[CH:16][CH:15]=1)=[O:11].[S:29](Cl)(=[O:32])(=[O:31])[NH2:30]. (5) Given the product [NH2:43][C:42]1[C:33]([C:31]([NH:30][C:25]2[CH:26]=[N:27][CH:28]=[CH:29][C:24]=2[N:11]2[CH2:12][C@H:13]([CH3:23])[C@@H:14]([OH:15])[C@H:9]([NH2:8])[CH2:10]2)=[O:32])=[N:34][C:35]2[C:40]([CH:41]=1)=[CH:39][CH:38]=[C:37]([N:54]1[CH2:55][CH2:56][O:57][CH2:58][CH2:59]1)[CH:36]=2, predict the reactants needed to synthesize it. The reactants are: C(OC([NH:8][C@H:9]1[C@H:14]([O:15][Si](C(C)(C)C)(C)C)[C@@H:13]([CH3:23])[CH2:12][N:11]([C:24]2[CH:29]=[CH:28][N:27]=[CH:26][C:25]=2[NH:30][C:31]([C:33]2[C:42]([NH:43]C(=O)OCC3C=CC=CC=3)=[CH:41][C:40]3[C:35](=[CH:36][C:37]([N:54]4[CH2:59][CH2:58][O:57][CH2:56][CH2:55]4)=[CH:38][CH:39]=3)[N:34]=2)=[O:32])[CH2:10]1)=O)(C)(C)C.[H][H]. (6) Given the product [Cl:1][C:2]1[CH:7]=[CH:6][C:5]([S:8]([N:11]([CH2:21][C:22]2[CH:23]=[CH:24][C:25]([C:26]([NH:28][CH2:29][CH2:30][O:31][CH3:37])=[O:27])=[CH:32][CH:33]=2)[C@H:12]([C:15]2[CH:20]=[CH:19][CH:18]=[CH:17][CH:16]=2)[CH2:13][CH3:14])(=[O:9])=[O:10])=[CH:4][CH:3]=1, predict the reactants needed to synthesize it. The reactants are: [Cl:1][C:2]1[CH:7]=[CH:6][C:5]([S:8]([N:11]([CH2:21][C:22]2[CH:33]=[CH:32][C:25]([C:26]([NH:28][CH2:29][CH2:30][OH:31])=[O:27])=[CH:24][CH:23]=2)[C@H:12]([C:15]2[CH:20]=[CH:19][CH:18]=[CH:17][CH:16]=2)[CH2:13][CH3:14])(=[O:10])=[O:9])=[CH:4][CH:3]=1.[H-].[Na+].I[CH3:37]. (7) Given the product [Cl:1][C:2]1[CH:3]=[CH:4][C:5]([C:8]2[CH:24]=[C:11]3[CH:12]=[C:13]([C:16]4[CH:17]=[C:18]([CH:19]([OH:20])[CH3:25])[CH:21]=[CH:22][CH:23]=4)[CH:14]=[CH:15][N:10]3[N:9]=2)=[CH:6][CH:7]=1, predict the reactants needed to synthesize it. The reactants are: [Cl:1][C:2]1[CH:7]=[CH:6][C:5]([C:8]2[CH:24]=[C:11]3[CH:12]=[C:13]([C:16]4[CH:17]=[C:18]([CH:21]=[CH:22][CH:23]=4)[CH:19]=[O:20])[CH:14]=[CH:15][N:10]3[N:9]=2)=[CH:4][CH:3]=1.[CH3:25][Mg]Br.[Cl-].[NH4+].C(OCC)(=O)C.